From a dataset of Reaction yield outcomes from USPTO patents with 853,638 reactions. Predict the reaction yield, written as a fraction of the theoretical maximum amount of product (1.0 means a 100% yield; for example, 0.34 means a 34% yield). (1) The reactants are COC(=O)[CH2:4][CH2:5][NH:6][CH3:7].C1C2[C:12](=CC=CC=2)[CH2:11][C:10]1=[O:18].[C:19]1([CH3:25])[CH:24]=[CH:23][CH:22]=[CH:21][CH:20]=1. No catalyst specified. The product is [CH3:7][N:6]1[C:10](=[O:18])[CH2:11][CH2:12][C:25]2[C:19]3[CH:24]=[CH:23][CH:22]=[CH:21][C:20]=3[CH2:4][C:5]1=2. The yield is 0.280. (2) The reactants are [Cl:1][C:2]1[CH:8]=[CH:7][C:5]([NH2:6])=[C:4]([I:9])[CH:3]=1.Br[CH:11]([C:18]1[CH:23]=[CH:22][CH:21]=[CH:20][CH:19]=1)[C:12]1[CH:17]=[CH:16][CH:15]=[CH:14][CH:13]=1.CCN(C(C)C)C(C)C. The product is [CH:11]([NH:6][C:5]1[CH:7]=[CH:8][C:2]([Cl:1])=[CH:3][C:4]=1[I:9])([C:12]1[CH:17]=[CH:16][CH:15]=[CH:14][CH:13]=1)[C:18]1[CH:23]=[CH:22][CH:21]=[CH:20][CH:19]=1. The yield is 0.970. The catalyst is CN(C=O)C. (3) The reactants are [NH2:1][C:2]1[CH2:6][CH2:5][C@@H:4]([CH3:7])[C:3]=1[C:8]([O:10]CC)=O.C([O-])=O.[NH4+].[CH:17]([NH2:19])=O. No catalyst specified. The product is [CH3:7][C@H:4]1[C:3]2[C:8]([OH:10])=[N:19][CH:17]=[N:1][C:2]=2[CH2:6][CH2:5]1. The yield is 0.650. (4) The reactants are [Br:1][C:2]1[CH:7]=[CH:6][C:5]([S:8](Cl)(=[O:10])=[O:9])=[CH:4][CH:3]=1.[NH2:12][CH2:13][CH2:14][NH:15][C:16](=[O:22])[O:17][C:18]([CH3:21])([CH3:20])[CH3:19].C(N(CC)CC)C. The catalyst is C(Cl)Cl. The product is [Br:1][C:2]1[CH:7]=[CH:6][C:5]([S:8]([NH:12][CH2:13][CH2:14][NH:15][C:16](=[O:22])[O:17][C:18]([CH3:20])([CH3:19])[CH3:21])(=[O:10])=[O:9])=[CH:4][CH:3]=1. The yield is 0.960. (5) The reactants are I[C:2]1[C:6]2[CH:7]=[C:8]([O:13][CH3:14])[CH:9]=[C:10]([C:11]#[N:12])[C:5]=2[O:4][C:3]=1[C:15]1[CH:20]=[CH:19][C:18]([O:21][CH3:22])=[CH:17][CH:16]=1.C(=O)([O-])[O-].[K+].[K+].[C:29]1(B(O)O)[CH:34]=[CH:33][CH:32]=[CH:31][CH:30]=1.C1(C)C=CC=CC=1. The catalyst is C(Cl)Cl.C([O-])(=O)C.[Pd+2].C([O-])(=O)C.C1(P(C2CCCCC2)C2C=CC=CC=2C2C(OC)=CC=CC=2OC)CCCCC1.CCO. The product is [CH3:14][O:13][C:8]1[CH:9]=[C:10]([C:11]#[N:12])[C:5]2[O:4][C:3]([C:15]3[CH:20]=[CH:19][C:18]([O:21][CH3:22])=[CH:17][CH:16]=3)=[C:2]([C:29]3[CH:34]=[CH:33][CH:32]=[CH:31][CH:30]=3)[C:6]=2[CH:7]=1. The yield is 0.970. (6) The reactants are [OH-].[K+].[Cl:3][C:4]1[CH:5]=[C:6]([OH:11])[CH:7]=[CH:8][C:9]=1[F:10].Br[CH2:13][C:14]([O:16]C)=[O:15].O. The catalyst is CS(C)=O.CO. The product is [Cl:3][C:4]1[CH:5]=[C:6]([CH:7]=[CH:8][C:9]=1[F:10])[O:11][CH2:13][C:14]([OH:16])=[O:15]. The yield is 0.790. (7) The yield is 0.100. The reactants are FC(F)(F)C([O-])=O.[F:8][C:9]1[C:10]([C:25]([NH:27][CH3:28])=[O:26])=[CH:11][C:12]2[NH:16][C:15](=[O:17])[N:14]([CH:18]3[CH2:23][CH2:22][NH2+:21][CH2:20][CH2:19]3)[C:13]=2[CH:24]=1.Cl[CH2:30][C:31]([CH:33]1[CH2:38][CH2:37][C:36]([F:40])([F:39])[CH2:35][CH2:34]1)=[O:32]. The product is [F:39][C:36]1([F:40])[CH2:37][CH2:38][CH:33]([C:31](=[O:32])[CH2:30][N:21]2[CH2:20][CH2:19][CH:18]([N:14]3[C:13]4[CH:24]=[C:9]([F:8])[C:10]([C:25]([NH:27][CH3:28])=[O:26])=[CH:11][C:12]=4[NH:16][C:15]3=[O:17])[CH2:23][CH2:22]2)[CH2:34][CH2:35]1. The catalyst is CN(C=O)C.O.